From a dataset of Reaction yield outcomes from USPTO patents with 853,638 reactions. Predict the reaction yield, written as a fraction of the theoretical maximum amount of product (1.0 means a 100% yield; for example, 0.34 means a 34% yield). (1) The reactants are [Cl:1][C:2]1[C:11]2[C:6](=[CH:7][C:8]([O:14][CH2:15][CH2:16][CH2:17][N:18]3[CH2:22][CH2:21][CH2:20][CH2:19]3)=[C:9]([O:12][CH3:13])[CH:10]=2)[N:5]=[CH:4][N:3]=1.[NH2:23][C:24]1[CH:25]=[C:26]2[C:30](=[CH:31][CH:32]=1)[NH:29][C:28]([CH3:33])=[CH:27]2. No catalyst specified. The product is [ClH:1].[CH3:13][O:12][C:9]1[CH:10]=[C:11]2[C:6](=[CH:7][C:8]=1[O:14][CH2:15][CH2:16][CH2:17][N:18]1[CH2:22][CH2:21][CH2:20][CH2:19]1)[N:5]=[CH:4][N:3]=[C:2]2[NH:23][C:24]1[CH:25]=[C:26]2[C:30](=[CH:31][CH:32]=1)[NH:29][C:28]([CH3:33])=[CH:27]2. The yield is 0.890. (2) The reactants are Cl.[NH2:2][C@@H:3]([C:6]1[CH:11]=[CH:10][C:9]([F:12])=[C:8]([Cl:13])[CH:7]=1)[CH2:4][OH:5].[CH3:14][C:15]([O:18][C:19](O[C:19]([O:18][C:15]([CH3:17])([CH3:16])[CH3:14])=[O:20])=[O:20])([CH3:17])[CH3:16]. The catalyst is CO. The product is [Cl:13][C:8]1[CH:7]=[C:6]([C@H:3]([NH:2][C:19](=[O:20])[O:18][C:15]([CH3:17])([CH3:16])[CH3:14])[CH2:4][OH:5])[CH:11]=[CH:10][C:9]=1[F:12]. The yield is 0.850.